This data is from Forward reaction prediction with 1.9M reactions from USPTO patents (1976-2016). The task is: Predict the product of the given reaction. (1) The product is: [CH3:1][N+:2]1([CH3:23])[CH2:6][CH:5]([O:7][C:8]([C:10]([OH:22])([CH:17]2[CH2:18][CH2:19][CH2:20][CH2:21]2)[C:11]2[CH:12]=[CH:13][CH:14]=[CH:15][CH:16]=2)=[O:9])[CH2:4][CH2:3]1.[CH3:24][C@@H:25]([NH:35][CH2:36][C@H:37]([OH:48])[C:38]1[CH:39]=[CH:40][C:41]([OH:47])=[C:42]([NH:44][CH:45]=[O:46])[CH:43]=1)[CH2:26][C:27]1[CH:28]=[CH:29][C:30]([O:33][CH3:34])=[CH:31][CH:32]=1. Given the reactants [CH3:1][N+:2]1([CH3:23])[CH2:6][CH:5]([O:7][C:8]([C:10]([OH:22])([CH:17]2[CH2:21][CH2:20][CH2:19][CH2:18]2)[C:11]2[CH:12]=[CH:13][CH:14]=[CH:15][CH:16]=2)=[O:9])[CH2:4][CH2:3]1.[CH3:24][C@@H:25]([NH:35][CH2:36][C@H:37]([OH:48])[C:38]1[CH:39]=[CH:40][C:41]([OH:47])=[C:42]([NH:44][CH:45]=[O:46])[CH:43]=1)[CH2:26][C:27]1[CH:28]=[CH:29][C:30]([O:33][CH3:34])=[CH:31][CH:32]=1, predict the reaction product. (2) The product is: [O:9]1[C:10]2[CH:16]=[CH:15][CH:14]=[CH:13][C:11]=2[N:12]=[C:8]1[C:5]1[CH:6]=[CH:7][C:2]([C:32]2[CH:33]=[CH:34][C:35]3[N:23]([C:17]4[CH:22]=[CH:21][CH:20]=[CH:19][CH:18]=4)[C:24]4[C:29]([C:30]=3[CH:31]=2)=[CH:28][CH:27]=[CH:26][CH:25]=4)=[CH:3][CH:4]=1. Given the reactants Br[C:2]1[CH:7]=[CH:6][C:5]([C:8]2[O:9][C:10]3[CH:16]=[CH:15][CH:14]=[CH:13][C:11]=3[N:12]=2)=[CH:4][CH:3]=1.[C:17]1([N:23]2[C:35]3[CH:34]=[CH:33][C:32](B(O)O)=[CH:31][C:30]=3[C:29]3[C:24]2=[CH:25][CH:26]=[CH:27][CH:28]=3)[CH:22]=[CH:21][CH:20]=[CH:19][CH:18]=1.C1(C)C=CC=CC=1P(C1C=CC=CC=1C)C1C=CC=CC=1C.C(=O)([O-])[O-].[K+].[K+], predict the reaction product. (3) The product is: [F:8][C:7]1[CH:6]=[C:5]([C:9]2[CH:14]=[CH:13][C:12]([C:15]([F:17])([F:18])[F:16])=[C:11]([F:19])[CH:10]=2)[CH:4]=[C:3]2[C:2]=1[NH:1][C:22](=[O:23])[CH2:21][CH2:20]2. Given the reactants [NH2:1][C:2]1[C:7]([F:8])=[CH:6][C:5]([C:9]2[CH:14]=[CH:13][C:12]([C:15]([F:18])([F:17])[F:16])=[C:11]([F:19])[CH:10]=2)=[CH:4][C:3]=1/[CH:20]=[CH:21]/[C:22](OCC)=[O:23].[H][H], predict the reaction product.